This data is from Forward reaction prediction with 1.9M reactions from USPTO patents (1976-2016). The task is: Predict the product of the given reaction. (1) Given the reactants [Si:1]([O:18][CH2:19][C:20]1[CH:21]=[C:22]2[C:26](=[CH:27][C:28]=1[S:29]([CH3:32])(=[O:31])=[O:30])[N:25](S(C)(=O)=O)[C:24]([C:37](=[O:41])[CH:38]([CH3:40])[CH3:39])=[CH:23]2)([C:14]([CH3:17])([CH3:16])[CH3:15])([C:8]1[CH:13]=[CH:12][CH:11]=[CH:10][CH:9]=1)[C:2]1[CH:7]=[CH:6][CH:5]=[CH:4][CH:3]=1.C([O-])([O-])=O.[Cs+].[Cs+], predict the reaction product. The product is: [Si:1]([O:18][CH2:19][C:20]1[CH:21]=[C:22]2[C:26](=[CH:27][C:28]=1[S:29]([CH3:32])(=[O:30])=[O:31])[NH:25][C:24]([C:37](=[O:41])[CH:38]([CH3:39])[CH3:40])=[CH:23]2)([C:14]([CH3:17])([CH3:16])[CH3:15])([C:8]1[CH:13]=[CH:12][CH:11]=[CH:10][CH:9]=1)[C:2]1[CH:7]=[CH:6][CH:5]=[CH:4][CH:3]=1. (2) Given the reactants [Si:1]([O:8][CH2:9][C:10]1[CH:19]=[CH:18][C:13]([C:14]([O:16][CH3:17])=[O:15])=[CH:12][C:11]=1[NH:20][CH:21]=[O:22])([C:4]([CH3:7])([CH3:6])[CH3:5])([CH3:3])[CH3:2].[H-].[Na+].CI.[C:27](=O)(O)[O-].[Na+], predict the reaction product. The product is: [Si:1]([O:8][CH2:9][C:10]1[CH:19]=[CH:18][C:13]([C:14]([O:16][CH3:17])=[O:15])=[CH:12][C:11]=1[N:20]([CH:21]=[O:22])[CH3:27])([C:4]([CH3:6])([CH3:7])[CH3:5])([CH3:3])[CH3:2]. (3) Given the reactants [N+:1]([C:4]1[CH:9]=[CH:8][C:7]([CH2:10][CH2:11][N:12]2[CH2:17][CH2:16][NH:15][CH2:14][C:13]2=[O:18])=[CH:6][CH:5]=1)([O-:3])=[O:2].[N+:19]([C:22]1[CH:23]=[CH:24][C:25]([CH2:32][CH:33]=O)=[C:26]([CH:31]=1)[C:27]([O:29][CH3:30])=[O:28])([O-:21])=[O:20], predict the reaction product. The product is: [N+:19]([C:22]1[CH:23]=[CH:24][C:25]([CH2:32][CH2:33][N:15]2[CH2:16][CH2:17][N:12]([CH2:11][CH2:10][C:7]3[CH:8]=[CH:9][C:4]([N+:1]([O-:3])=[O:2])=[CH:5][CH:6]=3)[C:13](=[O:18])[CH2:14]2)=[C:26]([CH:31]=1)[C:27]([O:29][CH3:30])=[O:28])([O-:21])=[O:20]. (4) Given the reactants FC(F)(F)C(F)(F)C(F)(F)C(F)(F)C(F)(F)F.F[C:19]1(F)[C:22](F)(F)[C:21](F)(F)[C:20]1([C:31]([F:34])([F:33])[F:32])[C:27]([F:30])([F:29])[F:28], predict the reaction product. The product is: [CH2:22]1[CH2:19][C:20]([C:27]([F:28])([F:30])[F:29])([C:31]([F:33])([F:32])[F:34])[CH2:21]1. (5) Given the reactants C(C1C=C(NC(=O)CCCC2C=CC([B:25]([OH:27])[OH:26])=CC=2)C=CC=1S(CC)(=O)=O)#N.[CH2:29]([O:36][C:37]([N:39]([CH2:41][C:42]1[CH:43]=[C:44]([NH:48][C:49]([O:51][CH2:52][CH2:53][C:54]2[CH:59]=[CH:58][C:57](Br)=[CH:56][C:55]=2[CH3:61])=[O:50])[CH:45]=[CH:46][CH:47]=1)[CH3:40])=[O:38])[C:30]1[CH:35]=[CH:34][CH:33]=[CH:32][CH:31]=1, predict the reaction product. The product is: [CH2:29]([O:36][C:37]([N:39]([CH2:41][C:42]1[CH:43]=[C:44]([NH:48][C:49]([O:51][CH2:52][CH2:53][C:54]2[CH:59]=[CH:58][C:57]([B:25]([OH:27])[OH:26])=[CH:56][C:55]=2[CH3:61])=[O:50])[CH:45]=[CH:46][CH:47]=1)[CH3:40])=[O:38])[C:30]1[CH:35]=[CH:34][CH:33]=[CH:32][CH:31]=1.